Task: Predict the reactants needed to synthesize the given product.. Dataset: Full USPTO retrosynthesis dataset with 1.9M reactions from patents (1976-2016) (1) Given the product [F:1][C:2]([F:14])([F:15])[C:3]([NH:5][CH2:6][C@@H:7]1[CH2:12][CH2:11][C@H:10]([NH:13][C:17]2[C:26]3[C:21](=[CH:22][CH:23]=[C:24]([O:27][CH3:28])[CH:25]=3)[N:20]=[C:19]([CH:29]=[CH:30][C:31]3[CH:36]=[CH:35][CH:34]=[CH:33][N:32]=3)[N:18]=2)[CH2:9][CH2:8]1)=[O:4], predict the reactants needed to synthesize it. The reactants are: [F:1][C:2]([F:15])([F:14])[C:3]([NH:5][CH2:6][C@@H:7]1[CH2:12][CH2:11][C@H:10]([NH2:13])[CH2:9][CH2:8]1)=[O:4].Cl[C:17]1[C:26]2[C:21](=[CH:22][CH:23]=[C:24]([O:27][CH3:28])[CH:25]=2)[N:20]=[C:19]([CH:29]=[CH:30][C:31]2[CH:36]=[CH:35][CH:34]=[CH:33][N:32]=2)[N:18]=1.C(N(CC)CC)C. (2) Given the product [C:47]([C:46]1[CH:49]=[CH:50][C:43]([CH2:42][CH2:41][NH:40][C:32]([NH:1][CH2:2][C:3]2[CH:8]=[CH:7][C:6]([C:9]3[C:10]([C:16]([O:18][CH3:19])=[O:17])=[C:11]([F:15])[CH:12]=[CH:13][CH:14]=3)=[CH:5][C:4]=2[F:20])=[O:38])=[CH:44][CH:45]=1)#[N:48], predict the reactants needed to synthesize it. The reactants are: [NH2:1][CH2:2][C:3]1[CH:8]=[CH:7][C:6]([C:9]2[C:10]([C:16]([O:18][CH3:19])=[O:17])=[C:11]([F:15])[CH:12]=[CH:13][CH:14]=2)=[CH:5][C:4]=1[F:20].C(N(CC)CC)C.ClC(Cl)(O[C:32](=[O:38])OC(Cl)(Cl)Cl)Cl.[NH2:40][CH2:41][CH2:42][C:43]1[CH:50]=[CH:49][C:46]([C:47]#[N:48])=[CH:45][CH:44]=1. (3) Given the product [CH3:21][O:22][C:23]1[CH:28]=[CH:27][N:26]=[CH:25][C:24]=1[CH:31]=[O:32], predict the reactants needed to synthesize it. The reactants are: C([Li])(C)(C)C.CCCCC.BrC1C(C)=CC(C)=CC=1C.[CH3:21][O:22][C:23]1[CH:28]=[CH:27][N:26]=[CH:25][CH:24]=1.CN(C)[CH:31]=[O:32]. (4) Given the product [O:6]1[CH2:7][CH2:8][O:9][CH:5]1[CH2:4][CH2:3][CH:14]([C:13]1[CH:16]=[CH:17][CH:18]=[CH:19][C:12]=1[C:11]([F:10])([F:20])[F:21])[OH:15], predict the reactants needed to synthesize it. The reactants are: [Mg].Br[CH2:3][CH2:4][CH:5]1[O:9][CH2:8][CH2:7][O:6]1.[F:10][C:11]([F:21])([F:20])[C:12]1[CH:19]=[CH:18][CH:17]=[CH:16][C:13]=1[CH:14]=[O:15].[NH4+].[Cl-]. (5) Given the product [Br:14][C:15]1[C:16]([CH3:26])=[CH:17][CH:18]=[C:19]2[C:24]=1[N:23]=[C:22]([NH:11][C:10]1[CH:12]=[CH:13][C:7]([N:4]3[CH2:3][CH2:2][O:1][CH2:6][CH2:5]3)=[CH:8][CH:9]=1)[N:21]=[CH:20]2, predict the reactants needed to synthesize it. The reactants are: [O:1]1[CH2:6][CH2:5][N:4]([C:7]2[CH:13]=[CH:12][C:10]([NH2:11])=[CH:9][CH:8]=2)[CH2:3][CH2:2]1.[Br:14][C:15]1[C:16]([CH3:26])=[CH:17][CH:18]=[C:19]2[C:24]=1[N:23]=[C:22](Cl)[N:21]=[CH:20]2.C(O)(C(F)(F)F)=O. (6) Given the product [C:9]1([CH:1]([CH3:3])[CH3:2])[CH:14]=[CH:13][CH:12]=[CH:11][CH:10]=1, predict the reactants needed to synthesize it. The reactants are: [CH:1](O)([CH3:3])[CH3:2].CC(C)=O.[CH:9]1[CH:14]=[CH:13][CH:12]=[CH:11][CH:10]=1.